This data is from Full USPTO retrosynthesis dataset with 1.9M reactions from patents (1976-2016). The task is: Predict the reactants needed to synthesize the given product. (1) Given the product [Cl:1][CH2:2][CH2:3][N:4]([CH2:6][C:7]1[CH:8]=[CH:9][C:10]([C:13]2[S:21][C:20]3[C:15](=[N:16][CH:17]=[CH:18][C:19]=3[O:22][C:23]3[CH:28]=[CH:27][C:26]([NH2:29])=[CH:25][C:24]=3[F:32])[CH:14]=2)=[CH:11][CH:12]=1)[CH3:5], predict the reactants needed to synthesize it. The reactants are: [Cl:1][CH2:2][CH2:3][N:4]([CH2:6][C:7]1[CH:12]=[CH:11][C:10]([C:13]2[S:21][C:20]3[C:15](=[N:16][CH:17]=[CH:18][C:19]=3[O:22][C:23]3[CH:28]=[CH:27][C:26]([N+:29]([O-])=O)=[CH:25][C:24]=3[F:32])[CH:14]=2)=[CH:9][CH:8]=1)[CH3:5].Cl[Sn]Cl. (2) Given the product [CH3:19][N:20]([CH3:35])[CH2:21][CH2:22][NH:23][C:24]([CH:26]1[C:30]([CH3:31])=[C:29]([CH:32]=[C:13]2[C:12]3[C:16](=[CH:17][C:9]([C:5]4[CH:6]=[CH:7][CH:8]=[C:3]([O:2][CH3:1])[CH:4]=4)=[CH:10][CH:11]=3)[NH:15][C:14]2=[O:18])[N:28]=[C:27]1[CH3:34])=[O:25], predict the reactants needed to synthesize it. The reactants are: [CH3:1][O:2][C:3]1[CH:4]=[C:5]([C:9]2[CH:17]=[C:16]3[C:12]([CH2:13][C:14](=[O:18])[NH:15]3)=[CH:11][CH:10]=2)[CH:6]=[CH:7][CH:8]=1.[CH3:19][N:20]([CH3:35])[CH2:21][CH2:22][NH:23][C:24]([C:26]1[C:30]([CH3:31])=[C:29]([CH:32]=O)[NH:28][C:27]=1[CH3:34])=[O:25]. (3) Given the product [CH3:30][CH:12]1[N:4]2[C:5]3[C:10]([CH:1]([C:13]4[C:14](=[O:29])[NH:15][C:16](=[O:28])[C:17]=4[C:18]4[CH:27]=[CH:26][CH:25]=[C:24]5[C:19]=4[CH:20]=[CH:21][N:22]=[CH:23]5)[N:2]=[CH:3]2)=[CH:9][CH:8]=[CH:7][C:6]=3[CH2:11]1, predict the reactants needed to synthesize it. The reactants are: [CH:1]1([C:13]2[C:14](=[O:29])[NH:15][C:16](=[O:28])[C:17]=2[C:18]2[CH:27]=[CH:26][CH:25]=[C:24]3[C:19]=2[CH:20]=[CH:21][N:22]=[CH:23]3)[C:10]2[C:5]3=[C:6]([CH2:11][CH2:12][N:4]3[CH:3]=[N:2]1)[CH:7]=[CH:8][CH:9]=2.[CH2:30]=O.[OH-].[Na+]. (4) Given the product [OH:35][CH2:34][C:30]1([CH2:29][O:1][C:2]2[C:3]([O:20][CH3:21])=[C:4]([C:10]3[CH:11]=[C:12]4[C:16](=[CH:17][CH:18]=3)[C:15](=[O:19])[O:14][CH2:13]4)[CH:5]=[CH:6][C:7]=2[O:8][CH3:9])[CH2:33][O:32][CH2:31]1, predict the reactants needed to synthesize it. The reactants are: [OH:1][C:2]1[C:3]([O:20][CH3:21])=[C:4]([C:10]2[CH:11]=[C:12]3[C:16](=[CH:17][CH:18]=2)[C:15](=[O:19])[O:14][CH2:13]3)[CH:5]=[CH:6][C:7]=1[O:8][CH3:9].C(=O)([O-])[O-].[K+].[K+].Br[CH2:29][C:30]1([CH2:34][OH:35])[CH2:33][O:32][CH2:31]1.